From a dataset of Forward reaction prediction with 1.9M reactions from USPTO patents (1976-2016). Predict the product of the given reaction. (1) Given the reactants [CH3:1][C@H:2]1[NH:7][CH2:6][CH2:5][N:4](C2C=CC(S(C)(=O)=O)=CC=2)[CH2:3]1.Cl[C:19]1[CH:24]=[CH:23][C:22]([S:25]([C:28]([F:31])([F:30])[F:29])(=[O:27])=[O:26])=[CH:21][CH:20]=1, predict the reaction product. The product is: [CH3:1][C@H:2]1[NH:7][CH2:6][CH2:5][N:4]([C:19]2[CH:24]=[CH:23][C:22]([S:25]([C:28]([F:31])([F:30])[F:29])(=[O:27])=[O:26])=[CH:21][CH:20]=2)[CH2:3]1. (2) Given the reactants [O:1]=[C:2]([CH:4](P(=O)(OCC)OCC)[CH2:5][CH2:6][CH2:7][CH2:8][CH3:9])[CH3:3].O[Li].O.[CH:21](=O)[CH3:22].[NH4+].[Cl-], predict the reaction product. The product is: [CH:21](=[C:4](/[CH2:5][CH2:6][CH2:7][CH2:8][CH3:9])\[C:2](=[O:1])[CH3:3])/[CH3:22]. (3) Given the reactants [H-].[Al+3].[Li+].[H-].[H-].[H-].[Cl:7][C:8]1[CH:13]=[CH:12][C:11]([S:14]([NH:17][C@H:18]2[CH2:24][CH2:23][CH2:22][CH2:21][CH2:20][C@H:19]2[C:25](OC)=[O:26])(=[O:16])=[O:15])=[CH:10][CH:9]=1, predict the reaction product. The product is: [Cl:7][C:8]1[CH:13]=[CH:12][C:11]([S:14]([NH:17][C@@H:18]2[CH2:24][CH2:23][CH2:22][CH2:21][CH2:20][C@@H:19]2[CH2:25][OH:26])(=[O:15])=[O:16])=[CH:10][CH:9]=1. (4) Given the reactants [C:1]([C:5]1[C:6]([OH:16])=[C:7]([C:11]([CH3:15])=[C:12]([F:14])[CH:13]=1)[C:8]([OH:10])=O)([CH3:4])([CH3:3])[CH3:2].[CH3:17][C:18]1[CH:24]=[C:23]([S:25]([C:28]([F:31])([F:30])[F:29])(=[O:27])=[O:26])[CH:22]=[CH:21][C:19]=1[NH2:20], predict the reaction product. The product is: [C:1]([C:5]1[C:6]([OH:16])=[C:7]([C:11]([CH3:15])=[C:12]([F:14])[CH:13]=1)[C:8]([NH:20][C:19]1[CH:21]=[CH:22][C:23]([S:25]([C:28]([F:31])([F:29])[F:30])(=[O:27])=[O:26])=[CH:24][C:18]=1[CH3:17])=[O:10])([CH3:2])([CH3:3])[CH3:4]. (5) Given the reactants CC(C)([O-])C.[K+].[CH3:7][S:8]([CH2:11]P(=O)(OCC)OCC)(=[O:10])=[O:9].[CH:20]([C@H:22]1[CH2:27][CH2:26][C@H:25]([NH:28][C:29](=[O:35])[O:30][C:31]([CH3:34])([CH3:33])[CH3:32])[CH2:24][CH2:23]1)=O, predict the reaction product. The product is: [CH3:7][S:8]([CH:11]=[CH:20][C@H:22]1[CH2:23][CH2:24][C@H:25]([NH:28][C:29](=[O:35])[O:30][C:31]([CH3:34])([CH3:33])[CH3:32])[CH2:26][CH2:27]1)(=[O:9])=[O:10]. (6) Given the reactants [OH-].[Na+].[CH2:3]([C:5]1[CH:10]=[CH:9][C:8]([C:11]2[C:19]3[C:18]([O:20][CH:21]4[CH2:26][CH2:25][CH2:24][CH:23]([OH:27])[CH2:22]4)=[N:17][CH:16]=[N:15][C:14]=3[O:13][C:12]=2[C:28]2[CH:33]=[CH:32][CH:31]=[CH:30][C:29]=2[F:34])=[CH:7][CH:6]=1)[CH3:4].[C:35]([O:39][C:40](=[O:43])[CH2:41]Br)([CH3:38])([CH3:37])[CH3:36].Cl, predict the reaction product. The product is: [C:35]([O:39][C:40](=[O:43])[CH2:41][O:27][CH:23]1[CH2:24][CH2:25][CH2:26][CH:21]([O:20][C:18]2[C:19]3[C:11]([C:8]4[CH:9]=[CH:10][C:5]([CH2:3][CH3:4])=[CH:6][CH:7]=4)=[C:12]([C:28]4[CH:33]=[CH:32][CH:31]=[CH:30][C:29]=4[F:34])[O:13][C:14]=3[N:15]=[CH:16][N:17]=2)[CH2:22]1)([CH3:38])([CH3:37])[CH3:36]. (7) Given the reactants ClC1C=CC(O)=C(C2C=NN3C=CC=NC=23)C=1.C(C1C2C([N:31]([C:35]3[C:39]4[C:40](C(C)(C)C)=[C:41]([C:44]5[CH:49]=[C:48]([Cl:50])[CH:47]=[CH:46][C:45]=5[O:51][C:52]5[CH:57]=[C:56]([F:58])[C:55]([S:59]([N:62]6[CH:66]=[CH:65][CH:64]=[N:63]6)(=[O:61])=[O:60])=[CH:54][C:53]=5[F:67])[CH:42]=[CH:43][C:38]=4[O:37][N:36]=3)C(=O)[O-])=NOC=2C=CC=1C1C=C(Cl)C=CC=1OC1C=C(F)C(S(N2C=CC=N2)(=O)=O)=CC=1F)(C)(C)C, predict the reaction product. The product is: [N:62]1([S:59]([C:55]2[C:56]([F:58])=[CH:57][C:52]([O:51][C:45]3[CH:46]=[CH:47][C:48]([Cl:50])=[CH:49][C:44]=3[C:41]3[CH:42]=[CH:43][C:38]4[O:37][N:36]=[C:35]([NH2:31])[C:39]=4[CH:40]=3)=[C:53]([F:67])[CH:54]=2)(=[O:60])=[O:61])[CH:66]=[CH:65][CH:64]=[N:63]1. (8) The product is: [C:4]([C:6]1[CH:7]=[C:8]([C:13]2[CH:27]=[C:26]([CH2:28][N:29]([CH3:30])[S:45]([C:42]3[CH:43]=[CH:44][C:39]([F:38])=[CH:40][CH:41]=3)(=[O:47])=[O:46])[CH:25]=[CH:24][C:14]=2[O:15][CH2:16][C:17]([O:19][C:20]([CH3:23])([CH3:22])[CH3:21])=[O:18])[CH:9]=[C:10]([F:12])[CH:11]=1)#[N:5]. Given the reactants C(Cl)Cl.[C:4]([C:6]1[CH:7]=[C:8]([C:13]2[CH:27]=[C:26]([CH2:28][NH:29][CH3:30])[CH:25]=[CH:24][C:14]=2[O:15][CH2:16][C:17]([O:19][C:20]([CH3:23])([CH3:22])[CH3:21])=[O:18])[CH:9]=[C:10]([F:12])[CH:11]=1)#[N:5].CCN(CC)CC.[F:38][C:39]1[CH:44]=[CH:43][C:42]([S:45](Cl)(=[O:47])=[O:46])=[CH:41][CH:40]=1, predict the reaction product. (9) Given the reactants [CH3:1][N:2]1[CH:6]=[C:5]([C:7](=O)[CH:8]=[C:9](O)[C:10]([F:13])([F:12])[F:11])[C:4]([CH3:16])=[N:3]1.[Br:17][C:18]1[CH:22]=[C:21]([NH2:23])[NH:20][N:19]=1.[C:24](O)(=O)C, predict the reaction product. The product is: [Br:17][C:18]1[CH:22]=[C:21]2[N:23]=[C:7]([C:5]3[C:4]([CH3:16])=[N:3][N:2]([CH2:1][CH3:24])[CH:6]=3)[CH:8]=[C:9]([C:10]([F:13])([F:12])[F:11])[N:20]2[N:19]=1.